Dataset: Full USPTO retrosynthesis dataset with 1.9M reactions from patents (1976-2016). Task: Predict the reactants needed to synthesize the given product. (1) Given the product [C:14]([O:18][C:19]([N:21]1[CH2:22][CH2:23][CH:24]([CH2:27][C:28](=[O:37])[CH2:29][CH2:30][C:31]2[CH:36]=[CH:35][N:34]=[CH:33][CH:32]=2)[CH2:25][CH2:26]1)=[O:20])([CH3:17])([CH3:15])[CH3:16], predict the reactants needed to synthesize it. The reactants are: CC(C)=O.OS(O)(=O)=O.O=[Cr](=O)=O.[C:14]([O:18][C:19]([N:21]1[CH2:26][CH2:25][CH:24]([CH2:27][CH:28]([OH:37])[CH2:29][CH2:30][C:31]2[CH:36]=[CH:35][N:34]=[CH:33][CH:32]=2)[CH2:23][CH2:22]1)=[O:20])([CH3:17])([CH3:16])[CH3:15].C([O-])([O-])=O.[Na+].[Na+]. (2) Given the product [C:1]([O:5][C:6](=[O:45])[NH:7][C@H:8]([C:39]1[CH:44]=[CH:43][CH:42]=[CH:41][CH:40]=1)[CH2:9][N:10]1[C:15](=[O:16])[C:14]([N:17]2[CH2:22][CH2:21][N:20]([CH2:56][C:57]3[O:58][C:59]([C:62]([F:65])([F:64])[F:63])=[CH:60][CH:61]=3)[CH:19]([CH2:23][OH:24])[CH2:18]2)=[C:13]([CH3:25])[N:12]([CH2:26][C:27]2[C:32]([C:33]([F:35])([F:36])[F:34])=[CH:31][CH:30]=[CH:29][C:28]=2[F:37])[C:11]1=[O:38])([CH3:2])([CH3:3])[CH3:4], predict the reactants needed to synthesize it. The reactants are: [C:1]([O:5][C:6](=[O:45])[NH:7][C@H:8]([C:39]1[CH:44]=[CH:43][CH:42]=[CH:41][CH:40]=1)[CH2:9][N:10]1[C:15](=[O:16])[C:14]([N:17]2[CH2:22][CH2:21][NH:20][CH:19]([CH2:23][OH:24])[CH2:18]2)=[C:13]([CH3:25])[N:12]([CH2:26][C:27]2[C:32]([C:33]([F:36])([F:35])[F:34])=[CH:31][CH:30]=[CH:29][C:28]=2[F:37])[C:11]1=[O:38])([CH3:4])([CH3:3])[CH3:2].C(N(CC)C(C)C)(C)C.Br[CH2:56][C:57]1[O:58][C:59]([C:62]([F:65])([F:64])[F:63])=[CH:60][CH:61]=1. (3) The reactants are: O=[C:2]1[CH2:7][CH2:6][N:5]([C:8]([O:10][C:11]([CH3:14])([CH3:13])[CH3:12])=[O:9])[CH2:4][CH2:3]1.Cl.Cl.[NH2:17][CH2:18][CH2:19][C:20]1[N:24]=[CH:23][NH:22][CH:21]=1.[C:25](O[BH-](OC(=O)C)OC(=O)C)(=[O:27])C.[Na+].[OH-].[Na+]. Given the product [O:27]=[C:25]1[N:24]2[CH:23]=[N:22][CH:21]=[C:20]2[CH2:19][CH2:18][N:17]1[CH:2]1[CH2:7][CH2:6][N:5]([C:8]([O:10][C:11]([CH3:14])([CH3:13])[CH3:12])=[O:9])[CH2:4][CH2:3]1, predict the reactants needed to synthesize it. (4) Given the product [Cl:3][C:4]1[CH:9]=[CH:8][C:7]([C:10]2([CH2:16][CH2:17][N:18]3[C@H:23]4[CH2:24][CH2:25][C@@H:19]3[CH2:20][CH:21]([N:26]3[C:30]5[CH:31]=[CH:32][CH:33]=[CH:34][C:29]=5[N:28]=[C:27]3[CH3:35])[CH2:22]4)[CH2:15][CH2:14][N:13]([C:46](=[O:47])[C:45]([CH3:50])([CH3:49])[CH3:44])[CH2:12][CH2:11]2)=[CH:6][C:5]=1[F:36], predict the reactants needed to synthesize it. The reactants are: Cl.Cl.[Cl:3][C:4]1[CH:9]=[CH:8][C:7]([C:10]2([CH2:16][CH2:17][N:18]3[CH:23]4[CH2:24][CH2:25][CH:19]3[CH2:20][CH:21]([N:26]3[C:30]5[CH:31]=[CH:32][CH:33]=[CH:34][C:29]=5[N:28]=[C:27]3[CH3:35])[CH2:22]4)[CH2:15][CH2:14][NH:13][CH2:12][CH2:11]2)=[CH:6][C:5]=1[F:36].C(N(CC)CC)C.[CH3:44][C:45]([CH3:50])([CH3:49])[C:46](Cl)=[O:47]. (5) Given the product [C:7]([CH:9]=[C:22]1[CH2:23][C:20]([CH2:19][F:18])([C:25]#[N:26])[CH2:21]1)#[N:8], predict the reactants needed to synthesize it. The reactants are: CC(C)([O-])C.[K+].[C:7]([CH2:9]P(=O)(OCC)OCC)#[N:8].[F:18][CH2:19][C:20]1([C:25]#[N:26])[CH2:23][C:22](=O)[CH2:21]1. (6) Given the product [Br:18][CH:19]([CH3:23])[C:20]([N:9]([CH2:8][CH:5]([CH2:6][CH3:7])[CH2:4][CH2:3][CH2:2][CH3:1])[CH2:10][CH:11]([CH2:12][CH3:13])[CH2:14][CH2:15][CH2:16][CH3:17])=[O:21], predict the reactants needed to synthesize it. The reactants are: [CH3:1][CH2:2][CH2:3][CH2:4][CH:5]([CH2:8][NH:9][CH2:10][CH:11]([CH2:14][CH2:15][CH2:16][CH3:17])[CH2:12][CH3:13])[CH2:6][CH3:7].[Br:18][CH:19]([CH3:23])[C:20](Cl)=[O:21]. (7) Given the product [CH3:1][O:2][CH2:3][CH2:4][N:5]([CH3:61])[C:6]([N:8]1[CH2:13][CH2:12][N:11]([CH2:14][CH2:15][N:16]([CH3:60])[C:17](=[O:59])[C:18]2[CH:58]=[CH:57][CH:56]=[C:20]([C:21]([NH:23][C:24]3[CH:29]=[CH:28][C:27]([N:30]4[CH2:31][CH2:32][CH2:33][CH2:34][CH2:35]4)=[CH:26][C:25]=3[C:36]3[CH:41]=[C:40]([C:42](=[O:55])[NH:43][CH2:44][C:45]4[CH:50]=[CH:49][CH:48]=[C:47]([C:51]([F:52])([F:53])[F:54])[CH:46]=4)[CH:39]=[CH:38][N:37]=3)=[O:22])[CH:19]=2)[CH2:10][CH2:9]1)=[O:7], predict the reactants needed to synthesize it. The reactants are: [CH3:1][O:2][CH2:3][CH2:4][NH:5][C:6]([N:8]1[CH2:13][CH2:12][N:11]([CH2:14][CH2:15][N:16]([CH3:60])[C:17](=[O:59])[C:18]2[CH:58]=[CH:57][CH:56]=[C:20]([C:21]([NH:23][C:24]3[CH:29]=[CH:28][C:27]([N:30]4[CH2:35][CH2:34][CH2:33][CH2:32][CH2:31]4)=[CH:26][C:25]=3[C:36]3[CH:41]=[C:40]([C:42](=[O:55])[NH:43][CH2:44][C:45]4[CH:50]=[CH:49][CH:48]=[C:47]([C:51]([F:54])([F:53])[F:52])[CH:46]=4)[CH:39]=[CH:38][N:37]=3)=[O:22])[CH:19]=2)[CH2:10][CH2:9]1)=[O:7].[CH3:61]OC(NC)C.